Dataset: Peptide-MHC class I binding affinity with 185,985 pairs from IEDB/IMGT. Task: Regression. Given a peptide amino acid sequence and an MHC pseudo amino acid sequence, predict their binding affinity value. This is MHC class I binding data. The MHC is HLA-B15:09 with pseudo-sequence HLA-B15:09. The peptide sequence is YIDNTTSWY. The binding affinity (normalized) is 0.0847.